From a dataset of Reaction yield outcomes from USPTO patents with 853,638 reactions. Predict the reaction yield, written as a fraction of the theoretical maximum amount of product (1.0 means a 100% yield; for example, 0.34 means a 34% yield). (1) The reactants are C([O-])(=O)C.[K+].FC(F)(F)S(O[C:12]1[CH:21]=[C:20]2[C:15]([CH:16]=[CH:17][CH:18]=[N:19]2)=[CH:14][CH:13]=1)(=O)=O.[CH3:24][C:25]1([CH3:41])[C:29]([CH3:31])([CH3:30])[O:28][B:27]([B:27]2[O:28][C:29]([CH3:31])([CH3:30])[C:25]([CH3:41])([CH3:24])[O:26]2)[O:26]1. The catalyst is O1CCOCC1.C(OCC)(=O)C.O.Cl[Pd]Cl.C1(P(C2C=CC=CC=2)[C-]2C=CC=C2)C=CC=CC=1.[C-]1(P(C2C=CC=CC=2)C2C=CC=CC=2)C=CC=C1.[Fe+2]. The product is [CH3:24][C:25]1([CH3:41])[C:29]([CH3:31])([CH3:30])[O:28][B:27]([C:12]2[CH:21]=[C:20]3[C:15]([CH:16]=[CH:17][CH:18]=[N:19]3)=[CH:14][CH:13]=2)[O:26]1. The yield is 0.813. (2) The yield is 0.440. The product is [Cl:1][CH2:2][CH2:3][N:4]1[C:5]([CH3:16])([CH3:15])[CH2:6][CH2:7][C:8]1=[O:9]. The reactants are [Cl:1][CH2:2][CH2:3][NH:4][C:5]([CH3:16])([CH3:15])[CH2:6][CH2:7][C:8](OC(C)(C)C)=[O:9].FC(F)(F)C(O)=O.Cl.CN(C)CCCN=C=NCC.O.OC1C2N=NNC=2C=CC=1.C(N(C(C)C)CC)(C)C. The catalyst is ClCCl. (3) The reactants are [F:1][C:2]([F:15])([O:6][C:7]1[CH:8]=[C:9]([CH:12]=[CH:13][CH:14]=1)[CH:10]=O)[CH:3]([F:5])[F:4].[Br:16][C:17]1[CH:18]=[C:19]([CH:21]=[CH:22][CH:23]=1)[NH2:20].[BH-](OC(C)=O)(OC(C)=O)OC(C)=O.[Na+].C(O)(=O)C. The catalyst is O.ClCCCl. The product is [Br:16][C:17]1[CH:18]=[C:19]([NH:20][CH2:10][C:9]2[CH:12]=[CH:13][CH:14]=[C:7]([O:6][C:2]([F:15])([F:1])[CH:3]([F:5])[F:4])[CH:8]=2)[CH:21]=[CH:22][CH:23]=1. The yield is 0.960. (4) The reactants are [F:1][C:2]([F:14])([F:13])[C:3]1[CH:8]=[CH:7][CH:6]=[C:5]([C:9]([F:12])([F:11])[F:10])[CH:4]=1.C(O)(=O)C.S(=O)(=O)(O)O.[Br:24]N1C(C)(C)C(=O)N(Br)C1=O. The catalyst is O. The product is [F:1][C:2]([F:13])([F:14])[C:3]1[CH:8]=[C:7]([Br:24])[CH:6]=[C:5]([C:9]([F:10])([F:11])[F:12])[CH:4]=1. The yield is 0.940. (5) The reactants are [N:1]1[CH:6]=[CH:5][CH:4]=[C:3]2[CH2:7][CH2:8][CH2:9][CH2:10][CH2:11][C:2]=12.[OH:12]O. The catalyst is C(O)(=O)C. The product is [N:1]1[CH:6]=[CH:5][CH:4]=[C:3]2[CH2:7][CH2:8][CH2:9][CH2:10][CH:11]([OH:12])[C:2]=12. The yield is 0.240.